From a dataset of Full USPTO retrosynthesis dataset with 1.9M reactions from patents (1976-2016). Predict the reactants needed to synthesize the given product. (1) Given the product [CH3:16][C:9]1[CH:10]=[C:11]2[CH:15]=[CH:14][S:13][C:12]2=[C:7]([NH2:6])[N:8]=1, predict the reactants needed to synthesize it. The reactants are: COC1C=C(OC)C=CC=1C[NH:6][C:7]1[N:8]=[C:9]([CH3:16])[CH:10]=[C:11]2[CH:15]=[CH:14][S:13][C:12]=12. (2) Given the product [ClH:45].[C:95]1([CH:52]([C:46]2[CH:47]=[CH:48][CH:49]=[CH:50][CH:51]=2)[CH2:53][NH:54][C:55]2[N:63]=[C:62]([N:64]3[CH2:68][CH2:67][C@@H:66]([NH:69][C:70]([NH:112][C:108]4[CH:109]=[CH:110][CH:111]=[C:106]([C:105]5[NH:101][N:102]=[N:103][N:104]=5)[CH:107]=4)=[O:71])[CH2:65]3)[N:61]=[C:60]3[C:56]=2[N:57]=[CH:58][N:59]3[C@@H:81]2[CH2:85][C@H:84]([N:86]3[N:90]=[N:89][C:88]([CH2:91][CH3:92])=[N:87]3)[C@@H:83]([OH:93])[C@H:82]2[OH:94])[CH:100]=[CH:99][CH:98]=[CH:97][CH:96]=1, predict the reactants needed to synthesize it. The reactants are: N[C@@H]1CCN(C2N=C3C(N=CN3[C@@H]3C[C@H](N4N=NC(CC)=N4)[C@@H](O)[C@H]3O)=C(NCC(C3C=CC=CC=3)C3C=CC=CC=3)N=2)C1.[ClH:45].[C:46]1([CH:52]([C:95]2[CH:100]=[CH:99][CH:98]=[CH:97][CH:96]=2)[CH2:53][NH:54][C:55]2[N:63]=[C:62]([N:64]3[CH2:68][CH2:67][C@@H:66]([NH:69][C:70](NC4C=NC(OC)=CC=4)=[O:71])[CH2:65]3)[N:61]=[C:60]3[C:56]=2[N:57]=[CH:58][N:59]3[C@@H:81]2[CH2:85][C@H:84]([N:86]3[N:90]=[N:89][C:88]([CH2:91][CH3:92])=[N:87]3)[C@@H:83]([OH:93])[C@H:82]2[OH:94])[CH:51]=[CH:50][CH:49]=[CH:48][CH:47]=1.[NH:101]1[C:105]([C:106]2[CH:107]=[C:108]([NH2:112])[CH:109]=[CH:110][CH:111]=2)=[N:104][N:103]=[N:102]1.